Dataset: Full USPTO retrosynthesis dataset with 1.9M reactions from patents (1976-2016). Task: Predict the reactants needed to synthesize the given product. (1) Given the product [Cl:1][C:2]1[CH:3]=[CH:4][C:5]([CH:8]2[CH2:12][N:11]([C:13]([CH:15]3[CH2:20][CH2:19][N:18]([CH2:40][CH2:39][C:38]([CH3:43])([CH3:42])[CH3:37])[CH2:17][CH2:16]3)=[O:14])[CH2:10][CH:9]2[N:21]([CH3:36])[C:22](=[O:35])[C:23]2[CH:28]=[CH:27][C:26]([O:29][CH3:30])=[C:25]([C:31]([F:33])([F:32])[F:34])[CH:24]=2)=[CH:6][CH:7]=1, predict the reactants needed to synthesize it. The reactants are: [Cl:1][C:2]1[CH:7]=[CH:6][C:5]([CH:8]2[CH2:12][N:11]([C:13]([CH:15]3[CH2:20][CH2:19][NH:18][CH2:17][CH2:16]3)=[O:14])[CH2:10][CH:9]2[N:21]([CH3:36])[C:22](=[O:35])[C:23]2[CH:28]=[CH:27][C:26]([O:29][CH3:30])=[C:25]([C:31]([F:34])([F:33])[F:32])[CH:24]=2)=[CH:4][CH:3]=1.[CH3:37][C:38]([CH3:43])([CH3:42])[CH2:39][CH:40]=O. (2) Given the product [NH:1]1[C:5]2[CH:6]=[CH:7][CH:8]=[CH:9][C:4]=2[N:3]=[C:2]1[C:10]1[CH:11]=[C:12]([CH:16]=[CH:17][C:18]([NH:20][OH:21])=[O:19])[CH:13]=[CH:14][CH:15]=1, predict the reactants needed to synthesize it. The reactants are: [NH:1]1[C:5]2[CH:6]=[CH:7][CH:8]=[CH:9][C:4]=2[N:3]=[C:2]1[C:10]1[CH:11]=[C:12]([CH:16]=[CH:17][C:18]([NH:20][O:21]C2CCCCO2)=[O:19])[CH:13]=[CH:14][CH:15]=1.CC1(C)C2(CS(O)(=O)=O)C(CC1CC2)=O. (3) Given the product [Cl:1][C:2]1[CH:7]=[C:6]([C:8]#[C:9][C:10]2[N:11]=[C:12]([CH3:15])[N:13]([C:21]3[CH:20]=[CH:19][CH:18]=[C:17]([F:16])[CH:22]=3)[CH:14]=2)[CH:5]=[CH:4][N:3]=1, predict the reactants needed to synthesize it. The reactants are: [Cl:1][C:2]1[CH:7]=[C:6]([C:8]#[C:9][C:10]2[N:11]=[C:12]([CH3:15])[NH:13][CH:14]=2)[CH:5]=[CH:4][N:3]=1.[F:16][C:17]1[CH:18]=[C:19](B(O)O)[CH:20]=[CH:21][CH:22]=1.